From a dataset of Forward reaction prediction with 1.9M reactions from USPTO patents (1976-2016). Predict the product of the given reaction. Given the reactants [Si]([O:18][CH2:19][CH2:20]/[CH:21]=[CH:22]/[C@@H:23]([NH:28][C:29](=[O:38])[O:30][CH2:31][C:32]1[CH:37]=[CH:36][CH:35]=[CH:34][CH:33]=1)[CH2:24][CH:25]([CH3:27])[CH3:26])(C(C)(C)C)(C1C=CC=CC=1)C1C=CC=CC=1.CCCC[N+](CCCC)(CCCC)CCCC.[F-], predict the reaction product. The product is: [OH:18][CH2:19][CH2:20]/[CH:21]=[CH:22]/[C@@H:23]([NH:28][C:29](=[O:38])[O:30][CH2:31][C:32]1[CH:37]=[CH:36][CH:35]=[CH:34][CH:33]=1)[CH2:24][CH:25]([CH3:26])[CH3:27].